The task is: Predict which catalyst facilitates the given reaction.. This data is from Catalyst prediction with 721,799 reactions and 888 catalyst types from USPTO. (1) Reactant: Cl.[NH2:2][NH:3][C:4]([NH2:6])=[O:5].CC([O-])=O.[Na+].[Br:12][C:13]1[CH:20]=[CH:19][C:16]([CH:17]=O)=[C:15]([F:21])[CH:14]=1. Product: [Br:12][C:13]1[CH:20]=[CH:19][C:16](/[CH:17]=[N:2]/[NH:3][C:4]([NH2:6])=[O:5])=[C:15]([F:21])[CH:14]=1. The catalyst class is: 72. (2) Reactant: [ClH:1].[CH3:2][C:3]1[N:7]=[C:6]([CH2:8][N:9]([C@H:17]2[CH2:19][C@H:18]2[C:20]2[CH:25]=[CH:24][CH:23]=[CH:22][CH:21]=2)C(=O)OC(C)(C)C)[O:5][N:4]=1. Product: [ClH:1].[CH3:2][C:3]1[N:7]=[C:6]([CH2:8][NH:9][C@@H:17]2[CH2:19][C@H:18]2[C:20]2[CH:25]=[CH:24][CH:23]=[CH:22][CH:21]=2)[O:5][N:4]=1. The catalyst class is: 28.